This data is from Catalyst prediction with 721,799 reactions and 888 catalyst types from USPTO. The task is: Predict which catalyst facilitates the given reaction. (1) The catalyst class is: 22. Product: [CH3:28][N:29]([CH2:33][CH2:34][N:35]1[CH2:40][CH2:39][CH2:38][CH2:37][CH2:36]1)[C:30]([CH:1]1[CH2:17][CH2:16][C:15]2([C:25]3[C:20](=[N:21][CH:22]=[CH:23][CH:24]=3)[C:19](=[O:26])[O:18]2)[CH2:14][CH2:13]1)=[O:31]. Reactant: [CH:1](N(CC)C(C)C)(C)C.Cl.Cl.N1[CH2:17][CH2:16][C:15]2([C:25]3[C:20](=[N:21][CH:22]=[CH:23][CH:24]=3)[C:19](=[O:26])[O:18]2)[CH2:14][CH2:13]1.Cl.[CH3:28][N:29]([CH2:33][CH2:34][N:35]1[CH2:40][CH2:39][CH2:38][CH2:37][CH2:36]1)[C:30](Cl)=[O:31]. (2) Reactant: S(Cl)(C)(=O)=O.O[CH2:7][C:8]1[N:9]([CH3:34])[C:10]2[C:15]([CH:16]=1)=[CH:14][C:13]([NH:17][C:18]([NH:20][C:21]1[CH:26]=[CH:25][C:24]([O:27][C:28]3[CH:33]=[CH:32][CH:31]=[CH:30][CH:29]=3)=[CH:23][CH:22]=1)=[O:19])=[CH:12][CH:11]=2.C(N(CC)CC)C.[NH:42]1[CH:46]=[CH:45][N:44]=[CH:43]1. Product: [N:42]1([CH2:7][C:8]2[N:9]([CH3:34])[C:10]3[C:15]([CH:16]=2)=[CH:14][C:13]([NH:17][C:18]([NH:20][C:21]2[CH:26]=[CH:25][C:24]([O:27][C:28]4[CH:33]=[CH:32][CH:31]=[CH:30][CH:29]=4)=[CH:23][CH:22]=2)=[O:19])=[CH:12][CH:11]=3)[CH:46]=[CH:45][N:44]=[CH:43]1. The catalyst class is: 4. (3) Reactant: CS(O[CH:6]1[CH2:11][CH2:10][C:9]([C:12]2[CH:17]=[CH:16][N:15]=[CH:14][C:13]=2[N+:18]([O-:20])=[O:19])=[CH:8][CH2:7]1)(=O)=O.C1CCN2C(=NCCC2)CC1. Product: [C:9]1([C:12]2[CH:17]=[CH:16][N:15]=[CH:14][C:13]=2[N+:18]([O-:20])=[O:19])[CH2:10][CH2:11][CH:6]=[CH:7][CH:8]=1. The catalyst class is: 54.